Dataset: Full USPTO retrosynthesis dataset with 1.9M reactions from patents (1976-2016). Task: Predict the reactants needed to synthesize the given product. Given the product [F:23][C:17]([F:24])([C:16]([F:25])([F:26])[C:15]([F:14])([F:27])[F:28])[C:18](=[O:19])[CH2:2][C:1]([C:4]1[CH:13]=[CH:12][C:11]2[C:6](=[CH:7][CH:8]=[CH:9][CH:10]=2)[CH:5]=1)=[O:3], predict the reactants needed to synthesize it. The reactants are: [C:1]([C:4]1[CH:13]=[CH:12][C:11]2[C:6](=[CH:7][CH:8]=[CH:9][CH:10]=2)[CH:5]=1)(=[O:3])[CH3:2].[F:14][C:15]([F:28])([F:27])[C:16]([F:26])([F:25])[C:17]([F:24])([F:23])[C:18](OCC)=[O:19].